Dataset: Catalyst prediction with 721,799 reactions and 888 catalyst types from USPTO. Task: Predict which catalyst facilitates the given reaction. Reactant: [F:1][C:2]1[CH:7]=[CH:6][C:5]([CH:8]2[CH2:12][CH2:11][N:10]([CH2:13][C:14]([OH:16])=O)[C:9]2=[O:17])=[CH:4][CH:3]=1.Cl.[F:19][C:20]1[CH:21]=[C:22]2[C:26](=[CH:27][CH:28]=1)[CH2:25][NH:24][CH2:23]2.C(N=C=NCCCN(C)C)C. Product: [F:19][C:20]1[CH:21]=[C:22]2[C:26](=[CH:27][CH:28]=1)[CH2:25][N:24]([C:14](=[O:16])[CH2:13][N:10]1[CH2:11][CH2:12][CH:8]([C:5]3[CH:4]=[CH:3][C:2]([F:1])=[CH:7][CH:6]=3)[C:9]1=[O:17])[CH2:23]2. The catalyst class is: 4.